Dataset: Retrosynthesis with 50K atom-mapped reactions and 10 reaction types from USPTO. Task: Predict the reactants needed to synthesize the given product. (1) Given the product COc1ccc2nc(S(=O)C3CCCc4cc(C)cnc43)[nH]c2c1, predict the reactants needed to synthesize it. The reactants are: COc1ccc2nc(SC3CCCc4cc(C)cnc43)[nH]c2c1.O=C([O-])[O-]. (2) The reactants are: CC(C)(O)Cn1ccc(N)n1.CN(c1ccccc1)c1cnn(C(CC2CCCC2)C(=O)O)c(=O)c1. Given the product CN(c1ccccc1)c1cnn(C(CC2CCCC2)C(=O)Nc2ccn(CC(C)(C)O)n2)c(=O)c1, predict the reactants needed to synthesize it. (3) Given the product CC(C)N1CCC(Oc2cc3cc(C(=O)N4CCN(S(C)(=O)=O)CC4)[nH]c3cc2Br)CC1, predict the reactants needed to synthesize it. The reactants are: CC(C)N1CCC(Oc2cc3cc(C(=O)O)[nH]c3cc2Br)CC1.CS(=O)(=O)N1CCNCC1. (4) The reactants are: C=CC(OCCCO)c1ccccc1.Clc1ncnc2nc[nH]c12. Given the product C=CC(OCCCOc1ncnc2nc[nH]c12)c1ccccc1, predict the reactants needed to synthesize it. (5) Given the product Cc1c(F)cc(C(=O)O)c(=O)n1C(C)C, predict the reactants needed to synthesize it. The reactants are: CCOC(=O)c1cc(F)c(C)n(C(C)C)c1=O. (6) The reactants are: C=C(C)B1OC(C)(C)C(C)(C)O1.O=[N+]([O-])c1cc(F)ccc1Cl. Given the product C=C(C)c1ccc(F)cc1[N+](=O)[O-], predict the reactants needed to synthesize it. (7) Given the product COCCOCC1(CNC(=O)[C@H]2C[C@@H](NS(=O)(=O)c3ccc(C(F)(F)F)cc3)CN(C(=O)OCC3c4ccccc4-c4ccccc43)C2)c2ccccc2Oc2ccccc21, predict the reactants needed to synthesize it. The reactants are: COCCOCC1(CNC(=O)[C@H]2C[C@@H](N)CN(C(=O)OCC3c4ccccc4-c4ccccc43)C2)c2ccccc2Oc2ccccc21.O=S(=O)(Cl)c1ccc(C(F)(F)F)cc1. (8) Given the product CSc1ccc(Cn2c3c(c4cc(C(=O)N5CCC(C)CC5)ccc42)CNCC3)cc1, predict the reactants needed to synthesize it. The reactants are: CSc1ccc(Cn2c3c(c4cc(C(=O)N5CCC(C)CC5)ccc42)CN(C(=O)OC(C)(C)C)CC3)cc1. (9) Given the product O=C(O)C(=O)CC(=O)c1cccc(C2CCCc3ccccc32)c1, predict the reactants needed to synthesize it. The reactants are: CCOC(=O)C(=O)CC(=O)c1cccc(C2CCCc3ccccc32)c1. (10) Given the product CCCCCCC1(CN)c2ccccc2Oc2ccccc21, predict the reactants needed to synthesize it. The reactants are: CCCCCCC1(CN=[N+]=[N-])c2ccccc2Oc2ccccc21.